This data is from Catalyst prediction with 721,799 reactions and 888 catalyst types from USPTO. The task is: Predict which catalyst facilitates the given reaction. (1) Reactant: [CH2:1]([O:5][CH2:6][CH:7]=O)[CH2:2][CH:3]=[CH2:4].C([O-])(=O)C.[Na+].Cl.[NH2:15][OH:16]. Product: [CH2:1]([O:5][CH2:6][CH:7]=[N:15][OH:16])[CH2:2][CH:3]=[CH2:4]. The catalyst class is: 40. (2) Reactant: [Cl:1][C:2]1[C:3]([O:24][C:25]2[CH:30]=[CH:29][N:28]=[C:27](Cl)[CH:26]=2)=[CH:4][C:5]([F:23])=[C:6]([NH:8][C:9]([N:11]2[CH2:15][CH2:14][N:13]([CH:16]3[CH2:21][CH2:20][O:19][CH2:18][CH2:17]3)[C:12]2=[O:22])=[O:10])[CH:7]=1.[CH3:32][N:33]([CH3:37])[C:34]([NH2:36])=[O:35].C([O-])([O-])=O.[Cs+].[Cs+].CC1(C)C2C(=C(P(C3C=CC=CC=3)C3C=CC=CC=3)C=CC=2)OC2C(P(C3C=CC=CC=3)C3C=CC=CC=3)=CC=CC1=2. Product: [Cl:1][C:2]1[C:3]([O:24][C:25]2[CH:30]=[CH:29][N:28]=[C:27]([NH:36][C:34]([N:33]([CH3:37])[CH3:32])=[O:35])[CH:26]=2)=[CH:4][C:5]([F:23])=[C:6]([NH:8][C:9]([N:11]2[CH2:15][CH2:14][N:13]([CH:16]3[CH2:21][CH2:20][O:19][CH2:18][CH2:17]3)[C:12]2=[O:22])=[O:10])[CH:7]=1. The catalyst class is: 62. (3) Reactant: [C:1]([C:5]1[O:9][N:8]=[C:7]([NH:10][C:11]([NH:13][C:14]2[CH:19]=[CH:18][C:17]([C:20]3[N:21]=[C:22]4[N:26]([CH:27]=3)[C:25]3[CH:28]=[CH:29][C:30]([O:32][CH2:33][CH2:34]Cl)=[CH:31][C:24]=3[S:23]4)=[CH:16][CH:15]=2)=[O:12])[CH:6]=1)([CH3:4])([CH3:3])[CH3:2].Cl.[CH2:37]([O:39][C:40](=[O:43])[CH2:41][NH2:42])C.C(=O)([O-])[O-].[K+].[K+].[I-].[Na+]. Product: [CH3:37][O:39][C:40](=[O:43])[CH2:41][NH:42][CH2:34][CH2:33][O:32][C:30]1[CH:29]=[CH:28][C:25]2[N:26]3[CH:27]=[C:20]([C:17]4[CH:18]=[CH:19][C:14]([NH:13][C:11]([NH:10][C:7]5[CH:6]=[C:5]([C:1]([CH3:4])([CH3:3])[CH3:2])[O:9][N:8]=5)=[O:12])=[CH:15][CH:16]=4)[N:21]=[C:22]3[S:23][C:24]=2[CH:31]=1. The catalyst class is: 3. (4) Reactant: [NH:1]1[CH:7]([CH2:8][C:9]([OH:11])=O)[C:5](=[O:6])[NH:4][C:2]1=[O:3].CN(C(ON1N=NC2C=CC=NC1=2)=[N+](C)C)C.F[P-](F)(F)(F)(F)F.N1C(C)=CC(C)=CC=1C.[Br:45][C:46]1[CH:52]=[C:51]([Br:53])[CH:50]=[CH:49][C:47]=1[NH2:48]. Product: [Br:45][C:46]1[CH:52]=[C:51]([Br:53])[CH:50]=[CH:49][C:47]=1[NH:48][C:9](=[O:11])[CH2:8][CH:7]1[C:5](=[O:6])[NH:4][C:2](=[O:3])[NH:1]1. The catalyst class is: 173. (5) Reactant: [F:1][C:2]1[CH:7]=[C:6]([F:8])[CH:5]=[CH:4][C:3]=1[C:9]#[C:10][C:11]1[N:16]=[C:15]([NH2:17])[C:14]([N+:18]([O-:20])=[O:19])=[CH:13][CH:12]=1.[Mn]([O-])(=O)(=O)=[O:22].[K+].S([O-])([O-])(=O)=S.[Na+].[Na+].C(OC)(C)(C)C.[Cl-].[Na+].[OH2:42]. Product: [NH2:17][C:15]1[N:16]=[C:11]([C:10](=[O:22])[C:9]([C:3]2[CH:4]=[CH:5][C:6]([F:8])=[CH:7][C:2]=2[F:1])=[O:42])[CH:12]=[CH:13][C:14]=1[N+:18]([O-:20])=[O:19]. The catalyst class is: 372. (6) Reactant: [CH3:1][O:2][C:3](=[O:50])[NH:4][C@@H:5]1[CH2:10][CH2:9][N:8]([C:11]2[CH:16]=[C:15]([C:17]#[N:18])[CH:14]=[C:13]([NH:19][C:20]3[N:25]=[C:24]([N:26]([CH:36]4[CH2:38][CH2:37]4)CC4C=CC(OC)=CC=4)[C:23]4=[N:39][CH:40]=[C:41]([C:42]#[N:43])[N:22]4[N:21]=3)[C:12]=2[Cl:44])[CH2:7][C@H:6]1[O:45][P:46]([OH:49])([OH:48])=[O:47].C1(OC)C=CC=CC=1.C(O)(C(F)(F)F)=O. Product: [CH3:1][O:2][C:3](=[O:50])[NH:4][C@@H:5]1[CH2:10][CH2:9][N:8]([C:11]2[CH:16]=[C:15]([C:17]#[N:18])[CH:14]=[C:13]([NH:19][C:20]3[N:25]=[C:24]([NH:26][CH:36]4[CH2:37][CH2:38]4)[C:23]4=[N:39][CH:40]=[C:41]([C:42]#[N:43])[N:22]4[N:21]=3)[C:12]=2[Cl:44])[CH2:7][C@H:6]1[O:45][P:46]([OH:48])([OH:49])=[O:47]. The catalyst class is: 26. (7) Reactant: C[O:2][C:3]([C:5]1[CH:14]=[CH:13][C:12]2[C:7](=[CH:8][C:9]([C:15]([C:20]3[CH:25]=[CH:24][C:23]([O:26][CH2:27][C:28](=[O:33])[C:29]([CH3:32])([CH3:31])[CH3:30])=[C:22]([CH3:34])[CH:21]=3)([CH2:18][CH3:19])[CH2:16][CH3:17])=[CH:10][CH:11]=2)[CH:6]=1)=[O:4].[OH-].[Na+]. Product: [CH3:32][C:29]([CH3:30])([CH3:31])[C:28](=[O:33])[CH2:27][O:26][C:23]1[CH:24]=[CH:25][C:20]([C:15]([C:9]2[CH:8]=[C:7]3[C:12]([CH:13]=[CH:14][C:5]([C:3]([OH:4])=[O:2])=[CH:6]3)=[CH:11][CH:10]=2)([CH2:18][CH3:19])[CH2:16][CH3:17])=[CH:21][C:22]=1[CH3:34]. The catalyst class is: 36. (8) Reactant: [CH3:1][C:2]1([CH3:10])[C:6](=[O:7])[CH2:5][C:4]([CH3:9])([CH3:8])[O:3]1.C[O-].[Na+].[Cl:14][C:15]1[CH:20]=[C:19]([Cl:21])[CH:18]=[CH:17][C:16]=1[C:22]1[CH:27]=[CH:26][C:25]([CH2:28][CH3:29])=[C:24]([CH:30]=O)[CH:23]=1.Cl. Product: [Cl:14][C:15]1[CH:20]=[C:19]([Cl:21])[CH:18]=[CH:17][C:16]=1[C:22]1[CH:27]=[CH:26][C:25]([CH2:28][CH3:29])=[C:24]([CH:30]=[C:5]2[C:4]([CH3:9])([CH3:8])[O:3][C:2]([CH3:10])([CH3:1])[C:6]2=[O:7])[CH:23]=1. The catalyst class is: 57. (9) Reactant: [NH2:1][C:2]1[CH:10]=[C:9]([Cl:11])[CH:8]=[CH:7][C:3]=1[C:4](O)=[O:5].C(O)(=O)C.[CH:16](N)=[NH:17].C(OC(O)C)C. Product: [Cl:11][C:9]1[CH:10]=[C:2]2[C:3]([C:4]([OH:5])=[N:17][CH:16]=[N:1]2)=[CH:7][CH:8]=1. The catalyst class is: 27.